Task: Regression. Given two drug SMILES strings and cell line genomic features, predict the synergy score measuring deviation from expected non-interaction effect.. Dataset: NCI-60 drug combinations with 297,098 pairs across 59 cell lines (1) Drug 1: C1=CN(C(=O)N=C1N)C2C(C(C(O2)CO)O)O.Cl. Drug 2: CC12CCC3C(C1CCC2O)C(CC4=C3C=CC(=C4)O)CCCCCCCCCS(=O)CCCC(C(F)(F)F)(F)F. Cell line: A549. Synergy scores: CSS=37.4, Synergy_ZIP=0.0789, Synergy_Bliss=1.57, Synergy_Loewe=-27.0, Synergy_HSA=0.725. (2) Drug 2: C1=CC(=C2C(=C1NCCNCCO)C(=O)C3=C(C=CC(=C3C2=O)O)O)NCCNCCO. Drug 1: CC12CCC3C(C1CCC2=O)CC(=C)C4=CC(=O)C=CC34C. Cell line: SW-620. Synergy scores: CSS=55.8, Synergy_ZIP=-0.953, Synergy_Bliss=-1.82, Synergy_Loewe=-1.92, Synergy_HSA=-0.470.